Regression. Given a peptide amino acid sequence and an MHC pseudo amino acid sequence, predict their binding affinity value. This is MHC class I binding data. From a dataset of Peptide-MHC class I binding affinity with 185,985 pairs from IEDB/IMGT. (1) The MHC is H-2-Db with pseudo-sequence H-2-Db. The binding affinity (normalized) is 0.776. The peptide sequence is SSMINPLVM. (2) The peptide sequence is DAYRRIHSL. The MHC is HLA-B14:02 with pseudo-sequence HLA-B14:02. The binding affinity (normalized) is 0.794.